From a dataset of Forward reaction prediction with 1.9M reactions from USPTO patents (1976-2016). Predict the product of the given reaction. (1) Given the reactants S(Cl)(Cl)=O.[Cl:5][C:6]1[N:7]=[N:8][C:9]([Cl:15])=[CH:10][C:11]=1[C:12](O)=[O:13].[Cl-].[Cl-].[Cl-].[Al+3].[CH3:20][C:21]1[C:26]2[NH:27][C:28](=[O:30])[O:29][C:25]=2[CH:24]=[CH:23][CH:22]=1, predict the reaction product. The product is: [Cl:5][C:6]1[N:7]=[N:8][C:9]([Cl:15])=[CH:10][C:11]=1[C:12]([C:23]1[CH:22]=[C:21]([CH3:20])[C:26]2[NH:27][C:28](=[O:30])[O:29][C:25]=2[CH:24]=1)=[O:13]. (2) The product is: [Br:15][C:8]1[CH:9]=[C:10]([C:11]([F:12])([F:13])[F:14])[C:4]([N+:1]([O-:3])=[O:2])=[CH:5][C:6]=1[NH2:7]. Given the reactants [N+:1]([C:4]1[CH:5]=[C:6]([CH:8]=[CH:9][C:10]=1[C:11]([F:14])([F:13])[F:12])[NH2:7])([O-:3])=[O:2].[Br:15]Br, predict the reaction product. (3) Given the reactants [CH2:1]([N:8]1[CH2:15][CH2:14][C@:13]2([CH3:19])[C:16]([CH3:18])([CH3:17])[C@H:9]1[CH2:10][C:11]1[C:23]([C:24]#N)=[CH:22][CH:21]=[CH:20][C:12]=12)[C:2]1[CH:7]=[CH:6][CH:5]=[CH:4][CH:3]=1.[CH2:26]([OH:28])[CH3:27].[OH2:29].[OH-].[Na+], predict the reaction product. The product is: [CH2:26]([O:28][C:24]([C:23]1[C:11]2[CH2:10][C@@H:9]3[C:16]([CH3:17])([CH3:18])[C@:13]([CH3:19])([C:12]=2[CH:20]=[CH:21][CH:22]=1)[CH2:14][CH2:15][N:8]3[CH2:1][C:2]1[CH:3]=[CH:4][CH:5]=[CH:6][CH:7]=1)=[O:29])[CH3:27]. (4) Given the reactants C([O:3][C:4](=[O:32])[NH:5][CH2:6][C@@H:7]1[CH2:12][CH2:11][CH2:10][N:9]([C:13]2[C:22]3[C:17](=[CH:18][C:19]([CH3:23])=[CH:20][CH:21]=3)[N:16]=[C:15]([C:24]3[C:29]([OH:30])=[CH:28][CH:27]=[CH:26][C:25]=3[F:31])[N:14]=2)[CH2:8]1)C.[CH3:33][CH2:34]OCC.[ClH:38], predict the reaction product. The product is: [ClH:38].[CH2:33]([N:5]([CH2:6][C@H:7]1[CH2:12][CH2:11][CH2:10][N:9]([C:13]2[C:22]3[C:17](=[CH:18][C:19]([CH3:23])=[CH:20][CH:21]=3)[N:16]=[C:15]([C:24]3[C:29]([OH:30])=[CH:28][CH:27]=[CH:26][C:25]=3[F:31])[N:14]=2)[CH2:8]1)[C:4](=[O:32])[OH:3])[CH3:34]. (5) The product is: [Br:20][C:7]1[C:6](=[O:8])[N:5]([C:9]2[CH:14]=[C:13]([C:15]([F:18])([F:16])[F:17])[CH:12]=[CH:11][N:10]=2)[C:4](=[O:19])[C:3]=1[O:2][CH3:1]. Given the reactants [CH3:1][O:2][C:3]1[C:4](=[O:19])[N:5]([C:9]2[CH:14]=[C:13]([C:15]([F:18])([F:17])[F:16])[CH:12]=[CH:11][N:10]=2)[C:6](=[O:8])[CH:7]=1.[Br:20]Br.C(N(CC)CC)C, predict the reaction product. (6) Given the reactants [C:1]([C:5]1[CH:10]=[C:9]([CH3:11])[CH:8]=[CH:7][C:6]=1[N:12]1[CH2:17][CH2:16][N:15]([C:18](=[O:25])[CH2:19][C:20]([O:22]CC)=[O:21])[CH2:14][CH2:13]1)([CH3:4])([CH3:3])[CH3:2].[OH-].[Li+].Cl, predict the reaction product. The product is: [C:1]([C:5]1[CH:10]=[C:9]([CH3:11])[CH:8]=[CH:7][C:6]=1[N:12]1[CH2:13][CH2:14][N:15]([C:18](=[O:25])[CH2:19][C:20]([OH:22])=[O:21])[CH2:16][CH2:17]1)([CH3:4])([CH3:2])[CH3:3].